Dataset: Catalyst prediction with 721,799 reactions and 888 catalyst types from USPTO. Task: Predict which catalyst facilitates the given reaction. (1) Reactant: [H-].[Na+].[C:3]1([CH2:11][OH:12])[CH:8]=[CH:7][CH:6]=[C:5]([CH2:9][OH:10])[CH:4]=1.[C:13]([Si:17](Cl)([C:24]1[CH:29]=[CH:28][CH:27]=[CH:26][CH:25]=1)[C:18]1[CH:23]=[CH:22][CH:21]=[CH:20][CH:19]=1)([CH3:16])([CH3:15])[CH3:14].O. Product: [Si:17]([O:10][CH2:9][C:5]1[CH:4]=[C:3]([CH2:11][OH:12])[CH:8]=[CH:7][CH:6]=1)([C:13]([CH3:16])([CH3:15])[CH3:14])([C:24]1[CH:25]=[CH:26][CH:27]=[CH:28][CH:29]=1)[C:18]1[CH:23]=[CH:22][CH:21]=[CH:20][CH:19]=1. The catalyst class is: 1. (2) Reactant: [CH2:1]([C:5]1[NH:10][C:9](=[O:11])[C:8]([CH2:12][C:13](=[O:18])[C:14]([CH3:17])([CH3:16])[CH3:15])=[C:7]([CH3:19])[N:6]=1)[CH2:2][CH2:3][CH3:4].Br[CH2:21][C:22]1[CH:27]=[CH:26][C:25]([C:28]2[C:29]([C:34]#[N:35])=[CH:30][CH:31]=[CH:32][CH:33]=2)=[CH:24][CH:23]=1.C(=O)([O-])[O-].[K+].[K+].C(OCC)(=O)C. Product: [CH2:1]([C:5]1[N:10]([CH2:21][C:22]2[CH:23]=[CH:24][C:25]([C:28]3[C:29]([C:34]#[N:35])=[CH:30][CH:31]=[CH:32][CH:33]=3)=[CH:26][CH:27]=2)[C:9](=[O:11])[C:8]([CH2:12][C:13](=[O:18])[C:14]([CH3:17])([CH3:16])[CH3:15])=[C:7]([CH3:19])[N:6]=1)[CH2:2][CH2:3][CH3:4]. The catalyst class is: 35. (3) Product: [Cl:1][C:2]1[N:3]=[CH:4][C:5]2[CH:14]=[C:15]([CH:16]([O:20][CH2:21][CH3:22])[O:17][CH2:18][CH3:19])[N:8]([CH:9]([CH2:12][CH3:13])[CH2:10][CH3:11])[C:6]=2[N:7]=1. The catalyst class is: 1. Reactant: [Cl:1][C:2]1[N:7]=[C:6]([NH:8][CH:9]([CH2:12][CH3:13])[CH2:10][CH3:11])[C:5]([C:14]#[C:15][CH:16]([O:20][CH2:21][CH3:22])[O:17][CH2:18][CH3:19])=[CH:4][N:3]=1.CCCC[N+](CCCC)(CCCC)CCCC.[F-]. (4) Reactant: Br[CH2:2][C:3](=O)[C:4]([C:6]1[CH:11]=[CH:10][CH:9]=[CH:8][CH:7]=1)=[O:5].[NH2:13][C:14]1[CH:19]=[CH:18][C:17]([CH3:20])=[CH:16][N:15]=1. Product: [CH3:20][C:17]1[CH:18]=[CH:19][C:14]2[N:15]([CH:2]=[C:3]([C:4]([C:6]3[CH:11]=[CH:10][CH:9]=[CH:8][CH:7]=3)=[O:5])[N:13]=2)[CH:16]=1. The catalyst class is: 5. (5) Reactant: [OH:1][CH2:2][CH:3]1[CH2:8][CH2:7][N:6]([C:9]([O:11][C:12]([CH3:15])([CH3:14])[CH3:13])=[O:10])[CH2:5][CH2:4]1.C(N(C(C)C)CC)(C)C.ClC(Cl)(O[C:29](=[O:35])OC(Cl)(Cl)Cl)Cl.[C:37]1([C:43]2[N:44]=[C:45]([C:48]3[CH:54]=[CH:53][CH:52]=[CH:51][C:49]=3[NH2:50])[S:46][CH:47]=2)[CH:42]=[CH:41][CH:40]=[CH:39][CH:38]=1.C(=O)(O)[O-].[Na+]. Product: [C:37]1([C:43]2[N:44]=[C:45]([C:48]3[CH:54]=[CH:53][CH:52]=[CH:51][C:49]=3[NH:50][C:29]([O:1][CH2:2][CH:3]3[CH2:8][CH2:7][N:6]([C:9]([O:11][C:12]([CH3:15])([CH3:14])[CH3:13])=[O:10])[CH2:5][CH2:4]3)=[O:35])[S:46][CH:47]=2)[CH:38]=[CH:39][CH:40]=[CH:41][CH:42]=1. The catalyst class is: 20. (6) Reactant: CO[CH:3](OC)[CH2:4][NH:5][C:6](=[O:21])[NH:7][CH:8]1[CH2:13][CH2:12][N:11](C(OC(C)(C)C)=O)[CH2:10][CH2:9]1.[ClH:24]. Product: [ClH:24].[NH:11]1[CH2:10][CH2:9][CH:8]([N:7]2[CH:3]=[CH:4][NH:5][C:6]2=[O:21])[CH2:13][CH2:12]1. The catalyst class is: 6. (7) Reactant: [C:1]([O:12][CH3:13])(=[O:11])[C:2]1[CH:10]=[CH:9][C:7]([OH:8])=[C:4]([O:5][CH3:6])[CH:3]=1.[N:14]1[CH:19]=[CH:18][C:17]([CH2:20]O)=[CH:16][CH:15]=1.C1(P(C2C=CC=CC=2)C2C=CC=CC=2)C=CC=CC=1.N(C(OCC)=O)=NC(OCC)=O. Product: [CH3:13][O:12][C:1](=[O:11])[C:2]1[CH:10]=[CH:9][C:7]([O:8][CH2:20][C:17]2[CH:18]=[CH:19][N:14]=[CH:15][CH:16]=2)=[C:4]([O:5][CH3:6])[CH:3]=1. The catalyst class is: 1. (8) Reactant: [C:1]([NH:5][OH:6])([CH3:4])([CH3:3])[CH3:2].C(O)(=O)C.C(NO)(C)(C)C.C(=O)(O)[O-].[Na+].[H-].[Na+].[C:24]([C:28]1[S:32]/[C:31](=[N:33]\[C:34](=[O:46])[C:35]2[CH:40]=[C:39]([C:41]([F:44])([F:43])[F:42])[CH:38]=[CH:37][C:36]=2F)/[N:30]([CH2:47][C@H:48]2[CH2:52][CH2:51][CH2:50][O:49]2)[N:29]=1)([CH3:27])([CH3:26])[CH3:25]. Product: [C:1]([NH:5][O:6][C:36]1[CH:37]=[CH:38][C:39]([C:41]([F:42])([F:44])[F:43])=[CH:40][C:35]=1[C:34](/[N:33]=[C:31]1\[S:32][C:28]([C:24]([CH3:27])([CH3:25])[CH3:26])=[N:29][N:30]\1[CH2:47][C@H:48]1[CH2:52][CH2:51][CH2:50][O:49]1)=[O:46])([CH3:4])([CH3:3])[CH3:2]. The catalyst class is: 1.